The task is: Predict the reaction yield, written as a fraction of the theoretical maximum amount of product (1.0 means a 100% yield; for example, 0.34 means a 34% yield).. This data is from Reaction yield outcomes from USPTO patents with 853,638 reactions. (1) The reactants are Cl[C:2]1[C:11]([N:12]([CH3:16])[CH:13]([CH3:15])[CH3:14])=[N:10][C:9]2[C:4](=[CH:5][CH:6]=[C:7]([C:17]([O:19][CH3:20])=[O:18])[CH:8]=2)[N:3]=1.[NH:21]1[CH:25]=[C:24](B(O)O)[CH:23]=[N:22]1.[O-]P([O-])([O-])=O.[K+].[K+].[K+]. The catalyst is O1CCOCC1.O.C1C=CC([P]([Pd]([P](C2C=CC=CC=2)(C2C=CC=CC=2)C2C=CC=CC=2)([P](C2C=CC=CC=2)(C2C=CC=CC=2)C2C=CC=CC=2)[P](C2C=CC=CC=2)(C2C=CC=CC=2)C2C=CC=CC=2)(C2C=CC=CC=2)C2C=CC=CC=2)=CC=1. The product is [CH3:16][N:12]([CH:13]([CH3:15])[CH3:14])[C:11]1[C:2]([C:24]2[CH:25]=[N:21][NH:22][CH:23]=2)=[N:3][C:4]2[C:9]([N:10]=1)=[CH:8][C:7]([C:17]([O:19][CH3:20])=[O:18])=[CH:6][CH:5]=2. The yield is 0.790. (2) The reactants are C(C1C=C(NC2N=C(NC3C=CC=C(C(O)=O)C=3)C(F)=CN=2)C=CC=1)(O)=O.[CH3:28][O:29][C:30]1[CH:31]=[C:32]([NH:40][C:41]2[N:46]=[C:45]([NH:47][C:48]3[CH:53]=[CH:52][C:51]([C:54]([O:56]C)=[O:55])=[C:50]([O:58][CH3:59])[CH:49]=3)[C:44]([F:60])=[CH:43][N:42]=2)[CH:33]=[CH:34][C:35]=1[C:36]([O:38]C)=[O:37].[OH-].[Na+]. No catalyst specified. The product is [C:36]([C:35]1[CH:34]=[CH:33][C:32]([NH:40][C:41]2[N:46]=[C:45]([NH:47][C:48]3[CH:53]=[CH:52][C:51]([C:54]([OH:56])=[O:55])=[C:50]([O:58][CH3:59])[CH:49]=3)[C:44]([F:60])=[CH:43][N:42]=2)=[CH:31][C:30]=1[O:29][CH3:28])([OH:38])=[O:37]. The yield is 0.640. (3) The reactants are CC(C[AlH]CC(C)C)C.Br[C:11]1[C:12]([O:27][CH3:28])=[C:13]([C:21]2[CH:26]=[CH:25][CH:24]=[CH:23][CH:22]=2)[C:14]([O:19][CH3:20])=[CH:15][C:16]=1[O:17][CH3:18].Br[C:30]1[C:35](I)=[C:34]([O:37][CH3:38])[CH:33]=[CH:32][C:31]=1[O:39][CH3:40].[P:41](Cl)([C:46]([CH3:49])([CH3:48])[CH3:47])[C:42]([CH3:45])([CH3:44])[CH3:43]. The yield is 0.300. The product is [C:42]([P:41]([C:46]([CH3:49])([CH3:48])[CH3:47])[C:35]1[C:34]([O:37][CH3:38])=[CH:33][CH:32]=[C:31]([O:39][CH3:40])[C:30]=1[C:15]1[C:16]([O:17][CH3:18])=[CH:11][C:12]([O:27][CH3:28])=[C:13]([C:21]2[CH:26]=[CH:25][CH:24]=[CH:23][CH:22]=2)[C:14]=1[O:19][CH3:20])([CH3:45])([CH3:44])[CH3:43]. The catalyst is C1COCC1.Cl[Cu].C(OCC)(=O)C. (4) The reactants are [CH3:1][O:2][C:3]([C:5]1([C:8]2[CH:13]=[CH:12][C:11]([O:14][CH2:15][CH2:16][C:17]([O:19]C(C)(C)C)=[O:18])=[CH:10][CH:9]=2)[CH2:7][CH2:6]1)=[O:4]. The catalyst is Cl. The product is [CH3:1][O:2][C:3]([C:5]1([C:8]2[CH:13]=[CH:12][C:11]([O:14][CH2:15][CH2:16][C:17]([OH:19])=[O:18])=[CH:10][CH:9]=2)[CH2:7][CH2:6]1)=[O:4]. The yield is 0.960. (5) The reactants are [Cl:1][C:2]1[CH:3]=[C:4]([NH2:20])[CH:5]=[C:6]([F:19])[C:7]=1[O:8][C:9]1[CH:10]=[N:11][C:12]2[C:17]([CH:18]=1)=[CH:16][CH:15]=[CH:14][CH:13]=2.[Cl:21][C:22]1[CH:27]=[C:26]([Cl:28])[C:25]([CH3:29])=[CH:24][C:23]=1[S:30](Cl)(=[O:32])=[O:31]. The catalyst is N1C=CC=CC=1. The product is [Cl:1][C:2]1[CH:3]=[C:4]([NH:20][S:30]([C:23]2[CH:24]=[C:25]([CH3:29])[C:26]([Cl:28])=[CH:27][C:22]=2[Cl:21])(=[O:32])=[O:31])[CH:5]=[C:6]([F:19])[C:7]=1[O:8][C:9]1[CH:10]=[N:11][C:12]2[C:17]([CH:18]=1)=[CH:16][CH:15]=[CH:14][CH:13]=2. The yield is 0.730.